Dataset: Peptide-MHC class II binding affinity with 134,281 pairs from IEDB. Task: Regression. Given a peptide amino acid sequence and an MHC pseudo amino acid sequence, predict their binding affinity value. This is MHC class II binding data. (1) The MHC is HLA-DPA10301-DPB10402 with pseudo-sequence HLA-DPA10301-DPB10402. The binding affinity (normalized) is 0.0468. The peptide sequence is VPPADKYKTFEAAFT. (2) The peptide sequence is FKKWCGMLSTKSIDL. The MHC is DRB1_1201 with pseudo-sequence DRB1_1201. The binding affinity (normalized) is 0.415. (3) The peptide sequence is GFIGFCKSMGSKCVR. The MHC is DRB1_0901 with pseudo-sequence DRB1_0901. The binding affinity (normalized) is 0.200. (4) The peptide sequence is TALKKAITAMSEAQK. The MHC is HLA-DPA10201-DPB11401 with pseudo-sequence HLA-DPA10201-DPB11401. The binding affinity (normalized) is 0.779. (5) The peptide sequence is VSVDCSEYPKPDCTA. The MHC is DRB1_0401 with pseudo-sequence DRB1_0401. The binding affinity (normalized) is 0.105. (6) The peptide sequence is PFTVRYTTEGGTKTE. The MHC is DRB1_0701 with pseudo-sequence DRB1_0701. The binding affinity (normalized) is 0.162. (7) The peptide sequence is GELQIVDKIDAARKI. The MHC is DRB1_1101 with pseudo-sequence DRB1_1101. The binding affinity (normalized) is 0.664. (8) The MHC is DRB4_0101 with pseudo-sequence DRB4_0103. The peptide sequence is VSTFSSGLVWGQKYF. The binding affinity (normalized) is 0.0584.